This data is from Full USPTO retrosynthesis dataset with 1.9M reactions from patents (1976-2016). The task is: Predict the reactants needed to synthesize the given product. (1) Given the product [CH2:1]([N:8]1[C:13](=[O:14])[CH:12]=[C:11]2[O:15][CH2:16][CH:17]([O:18][CH2:19][CH3:20])[N:10]2[C:9]1=[O:24])[C:2]1[CH:7]=[CH:6][CH:5]=[CH:4][CH:3]=1, predict the reactants needed to synthesize it. The reactants are: [CH2:1]([N:8]1[C:13](=[O:14])[CH:12]=[C:11]([O:15][CH2:16][CH:17](OCC)[O:18][CH2:19][CH3:20])[NH:10][C:9]1=[O:24])[C:2]1[CH:7]=[CH:6][CH:5]=[CH:4][CH:3]=1.O.C1(C)C=CC(S(O)(=O)=O)=CC=1. (2) Given the product [CH2:49]([O:51][C:36]1[C:25]([CH:23]([C:16]2[CH:15]=[CH:20][C:19]([CH2:21][CH3:22])=[CH:18][CH:17]=2)[OH:24])=[CH:26][CH:33]=[CH:34][N:35]=1)[C:50]1[CH:19]=[CH:20][CH:15]=[CH:16][CH:17]=1, predict the reactants needed to synthesize it. The reactants are: C(OC1C([C:15]2[CH:20]=[C:19]([CH2:21][CH3:22])[CH:18]=[CH:17][C:16]=2[C:23]([C:25]2C=CC(CC)=C[C:26]=2[C:33]2[C:34](OCC3C=CC=CC=3)=[N:35][CH:36]=CC=2)=[O:24])=CC=CN=1)C1C=CC=CC=1.[BH4-].[Na+].[CH2:49]([OH:51])[CH3:50]. (3) Given the product [F:41][C:40]([F:43])([F:42])[S:37]([O:26][C:23]1[CH2:22][CH2:21][C:20]([C:17]2[CH:16]=[CH:15][C:14]([Cl:13])=[CH:19][CH:18]=2)([CH2:27][C:28]#[N:29])[CH2:25][CH:24]=1)(=[O:39])=[O:38], predict the reactants needed to synthesize it. The reactants are: [Li]CCCC.C(NC(C)C)(C)C.[Cl:13][C:14]1[CH:19]=[CH:18][C:17]([C:20]2([CH2:27][C:28]#[N:29])[CH2:25][CH2:24][C:23](=[O:26])[CH2:22][CH2:21]2)=[CH:16][CH:15]=1.C1C=CC(N([S:37]([C:40]([F:43])([F:42])[F:41])(=[O:39])=[O:38])[S:37]([C:40]([F:43])([F:42])[F:41])(=[O:39])=[O:38])=CC=1.